This data is from Catalyst prediction with 721,799 reactions and 888 catalyst types from USPTO. The task is: Predict which catalyst facilitates the given reaction. (1) Reactant: [NH2:1][C:2]1[C:7]([N+:8]([O-:10])=[O:9])=[CH:6][CH:5]=[CH:4][N:3]=1.[CH2:11]([C:14](=[CH2:20])[C:15]([O:17][CH2:18][CH3:19])=[O:16])[CH2:12][CH3:13].N12CCCN=C1CCCCC2.O. Product: [CH2:18]([O:17][C:15](=[O:16])[CH:14]([CH2:20][NH:1][C:2]1[C:7]([N+:8]([O-:10])=[O:9])=[CH:6][CH:5]=[CH:4][N:3]=1)[CH2:11][CH2:12][CH3:13])[CH3:19]. The catalyst class is: 31. (2) Reactant: [CH3:1][C:2]1[C:3]2[CH:14]=[CH:13][CH:12]=[CH:11][C:4]=2[S:5][C:6]=1[C:7](OC)=[O:8].[H-].[Al+3].[Li+].[H-].[H-].[H-].O.O.O.O.O.O.O.O.O.O.S([O-])([O-])(=O)=O.[Na+].[Na+]. Product: [CH3:1][C:2]1[C:3]2[CH:14]=[CH:13][CH:12]=[CH:11][C:4]=2[S:5][C:6]=1[CH2:7][OH:8]. The catalyst class is: 1. (3) Reactant: [C:1]([N:18]1[CH2:23][CH2:22][CH:21]([SH:24])[CH2:20][CH2:19]1)([O:3][CH2:4][CH:5]1[C:17]2[C:12](=[CH:13][CH:14]=[CH:15][CH:16]=2)[C:11]2[C:6]1=[CH:7][CH:8]=[CH:9][CH:10]=2)=[O:2].Cl[CH:26]([C:30](=[O:32])[CH3:31])[C:27](=[O:29])[CH3:28]. Product: [C:27]([CH:26]([S:24][CH:21]1[CH2:20][CH2:19][N:18]([C:1]([O:3][CH2:4][CH:5]2[C:6]3[CH:7]=[CH:8][CH:9]=[CH:10][C:11]=3[C:12]3[C:17]2=[CH:16][CH:15]=[CH:14][CH:13]=3)=[O:2])[CH2:23][CH2:22]1)[C:30](=[O:32])[CH3:31])(=[O:29])[CH3:28]. The catalyst class is: 28. (4) Reactant: [F:1][CH2:2][C:3]1[N:8]=[C:7]([NH:9][C:10]2[S:11][C:12]3[CH2:18][CH2:17][N:16]([CH2:19][CH2:20][O:21][CH3:22])[C:15]4=[N:23][N:24](CC5C=CC(OC)=CC=5)[CH:25]=[C:14]4[C:13]=3[N:35]=2)[CH:6]=[CH:5][CH:4]=1. Product: [F:1][CH2:2][C:3]1[N:8]=[C:7]([NH:9][C:10]2[S:11][C:12]3[CH2:18][CH2:17][N:16]([CH2:19][CH2:20][O:21][CH3:22])[C:15]4[NH:23][N:24]=[CH:25][C:14]=4[C:13]=3[N:35]=2)[CH:6]=[CH:5][CH:4]=1. The catalyst class is: 67. (5) The catalyst class is: 3. Reactant: [H-].[Na+].[CH3:3][C:4]1([CH3:11])[O:8][CH:7]([CH2:9][OH:10])[CH2:6][O:5]1.[Cl:12][C:13]1[C:22]2[C:17](=[CH:18][C:19](F)=[C:20]([O:23][CH2:24][CH2:25][O:26][CH3:27])[CH:21]=2)[CH:16]=[C:15]([NH:29][C:30]2[CH:34]=[C:33]([CH3:35])[NH:32][N:31]=2)[N:14]=1.O. Product: [Cl:12][C:13]1[C:22]2[C:17](=[CH:18][C:19]([O:10][CH2:9][CH:7]3[CH2:6][O:5][C:4]([CH3:11])([CH3:3])[O:8]3)=[C:20]([O:23][CH2:24][CH2:25][O:26][CH3:27])[CH:21]=2)[CH:16]=[C:15]([NH:29][C:30]2[CH:34]=[C:33]([CH3:35])[NH:32][N:31]=2)[N:14]=1. (6) Reactant: [CH2:1]([NH:8][C:9]([N:11]1[CH2:16][CH2:15][CH2:14][CH:13]([C:17]2[NH:18][C:19]([C:26]3[CH:31]=[CH:30][C:29]([O:32][C:33]4[CH:38]=[CH:37][CH:36]=[CH:35][CH:34]=4)=[CH:28][CH:27]=3)=[C:20]([C:24]#[N:25])[C:21](=O)[CH:22]=2)[CH2:12]1)=[O:10])[C:2]1[CH:7]=[CH:6][CH:5]=[CH:4][CH:3]=1.P(Cl)(Cl)([Cl:41])=O. Product: [CH2:1]([NH:8][C:9]([N:11]1[CH2:16][CH2:15][CH2:14][CH:13]([C:17]2[CH:22]=[C:21]([Cl:41])[C:20]([C:24]#[N:25])=[C:19]([C:26]3[CH:31]=[CH:30][C:29]([O:32][C:33]4[CH:38]=[CH:37][CH:36]=[CH:35][CH:34]=4)=[CH:28][CH:27]=3)[N:18]=2)[CH2:12]1)=[O:10])[C:2]1[CH:7]=[CH:6][CH:5]=[CH:4][CH:3]=1. The catalyst class is: 9. (7) Reactant: [NH2:1][C@@H:2]([CH2:6][C:7]1[CH:12]=[CH:11][CH:10]=[CH:9][CH:8]=1)[C:3]([OH:5])=[O:4].S(=O)(=O)(O)O.II.[I:20]([O-])(=O)=O.[Na+]. Product: [NH2:1][C@@H:2]([CH2:6][C:7]1[CH:12]=[CH:11][C:10]([I:20])=[CH:9][CH:8]=1)[C:3]([OH:5])=[O:4]. The catalyst class is: 15. (8) Reactant: C[O:2][C:3]([C:5]1[C:13]2[NH:12][C:11]([C:14]3[C:15](=[O:30])[NH:16][CH:17]=[CH:18][C:19]=3[NH:20][CH2:21][CH2:22][C:23]3[CH:28]=[CH:27][CH:26]=[C:25]([Cl:29])[CH:24]=3)=[N:10][C:9]=2[CH:8]=[CH:7][CH:6]=1)=[O:4].[Li+].[OH-].C1COCC1.O[C@@H](C1C=CC=CC=1)CNC1C=CNC(=O)C=1C1NC2C(C(O)=O)=CC=CC=2N=1. Product: [Cl:29][C:25]1[CH:24]=[C:23]([CH2:22][CH2:21][NH:20][C:19]2[CH:18]=[CH:17][NH:16][C:15](=[O:30])[C:14]=2[C:11]2[NH:12][C:13]3[C:5]([C:3]([OH:4])=[O:2])=[CH:6][CH:7]=[CH:8][C:9]=3[N:10]=2)[CH:28]=[CH:27][CH:26]=1. The catalyst class is: 6.